From a dataset of Forward reaction prediction with 1.9M reactions from USPTO patents (1976-2016). Predict the product of the given reaction. (1) Given the reactants [F:1][C:2]1[C:7]([CH3:8])=[CH:6][CH:5]=[CH:4][C:3]=1[C:9](=O)[CH3:10].[CH3:12][C:13]([S@:16]([NH2:18])=[O:17])([CH3:15])[CH3:14], predict the reaction product. The product is: [F:1][C:2]1[C:7]([CH3:8])=[CH:6][CH:5]=[CH:4][C:3]=1[C:9](=[N:18][S@@:16]([C:13]([CH3:15])([CH3:14])[CH3:12])=[O:17])[CH3:10]. (2) Given the reactants Br[C:2]1[CH:7]=[CH:6][C:5]([C@H:8]2[CH2:10][C@@H:9]2[C:11]([O:13][CH3:14])=[O:12])=[CH:4][CH:3]=1.[B:15]1([B:15]2[O:19][C:18]([CH3:21])([CH3:20])[C:17]([CH3:23])([CH3:22])[O:16]2)[O:19][C:18]([CH3:21])([CH3:20])[C:17]([CH3:23])([CH3:22])[O:16]1.CC([O-])=O.[K+], predict the reaction product. The product is: [CH3:22][C:17]1([CH3:23])[C:18]([CH3:21])([CH3:20])[O:19][B:15]([C:2]2[CH:7]=[CH:6][C:5]([C@H:8]3[CH2:10][C@@H:9]3[C:11]([O:13][CH3:14])=[O:12])=[CH:4][CH:3]=2)[O:16]1. (3) Given the reactants [Cl:1][C:2]1[CH:3]=[CH:4][C:5]2[S:9][C:8](=[O:10])[NH:7][C:6]=2[CH:11]=1.N([CH2:15][CH2:16][CH2:17][CH2:18][CH2:19][CH2:20][CH3:21])=C=O, predict the reaction product. The product is: [Cl:1][C:2]1[CH:3]=[CH:4][C:5]2[S:9][C:8](=[O:10])[NH:7][C:6]=2[CH:11]=1.[CH3:21][CH2:20][CH:19]([C:8]([NH2:7])=[O:10])[CH2:18][CH2:17][CH2:16][CH3:15]. (4) Given the reactants [CH2:1]([C:3]1[CH:8]=[CH:7][CH:6]=[CH:5][C:4]=1[N:9]([C:13]1[CH:18]=[CH:17][CH:16]=[CH:15][C:14]=1[CH2:19][CH3:20])C(=O)C)[CH3:2].[OH-].[K+].CCO, predict the reaction product. The product is: [CH2:19]([C:14]1[CH:15]=[CH:16][CH:17]=[CH:18][C:13]=1[NH:9][C:4]1[CH:5]=[CH:6][CH:7]=[CH:8][C:3]=1[CH2:1][CH3:2])[CH3:20]. (5) Given the reactants [NH:1]1[CH2:6][CH2:5][CH2:4][CH2:3][CH2:2]1.[F:7][C:8]1[C:9](=[O:45])[N:10]([CH2:20][CH2:21][CH:22]([F:44])[CH2:23][N:24]2[CH:28]=[C:27]([C:29](=[O:43])[NH:30][CH2:31][C:32]3[CH:37]=[CH:36][CH:35]=[C:34]([O:38][C:39]([F:42])([F:41])[F:40])[CH:33]=3)[N:26]=[N:25]2)[CH:11]=[CH:12][C:13]=1[NH:14][C:15](=[O:19])[C:16]([O-])=[O:17].[Li+].CN(C(ON1N=NC2C=CC=NC1=2)=[N+](C)C)C.F[P-](F)(F)(F)(F)F.CCN(C(C)C)C(C)C, predict the reaction product. The product is: [F:44][CH:22]([CH2:21][CH2:20][N:10]1[CH:11]=[CH:12][C:13]([NH:14][C:15](=[O:19])[C:16](=[O:17])[N:1]2[CH2:6][CH2:5][CH2:4][CH2:3][CH2:2]2)=[C:8]([F:7])[C:9]1=[O:45])[CH2:23][N:24]1[CH:28]=[C:27]([C:29]([NH:30][CH2:31][C:32]2[CH:37]=[CH:36][CH:35]=[C:34]([O:38][C:39]([F:41])([F:42])[F:40])[CH:33]=2)=[O:43])[N:26]=[N:25]1. (6) The product is: [CH3:53][C@H:49]([O:48][C:39]1[N:38]=[C:37]2[C:42]([N:43]=[C:44]([O:45][CH3:46])[N:36]2[CH2:35][CH2:34][CH2:33][CH2:32][CH2:31][NH:20][CH:21]2[CH2:26][CH2:25][O:24][CH2:23][CH2:22]2)=[C:41]([NH2:47])[N:40]=1)[CH2:50][CH2:51][CH3:52]. Given the reactants C[C@H](OC1N=C2C(N=C(OC)N2CCCC[NH:20][CH:21]2[CH2:26][CH2:25][O:24][CH2:23][CH2:22]2)=C(N)N=1)CCC.Cl[CH2:31][CH2:32][CH2:33][CH2:34][CH2:35][N:36]1[C:44]([O:45][CH3:46])=[N:43][C:42]2[C:37]1=[N:38][C:39]([O:48][C@@H:49]([CH3:53])[CH2:50][CH2:51][CH3:52])=[N:40][C:41]=2[NH2:47].O1CCC(N)CC1, predict the reaction product.